Dataset: Forward reaction prediction with 1.9M reactions from USPTO patents (1976-2016). Task: Predict the product of the given reaction. Given the reactants C([Si](C)(C)[O:6][CH2:7][C:8]([C:10]1[CH:15]=[CH:14][C:13]([NH:16][C:17]([CH:19]2[NH:23][CH:22]([CH2:24][C:25]([CH3:28])([CH3:27])[CH3:26])[C:21]3([C:36]4[C:31](=[CH:32][C:33]([Cl:37])=[CH:34][CH:35]=4)[NH:30][C:29]3=[O:38])[CH:20]2[C:39]2[CH:44]=[CH:43][CH:42]=[C:41]([Cl:45])[C:40]=2[F:46])=[O:18])=[CH:12][CH:11]=1)=[O:9])(C)(C)C.Cl, predict the reaction product. The product is: [OH:6][CH2:7][C:8]([C:10]1[CH:15]=[CH:14][C:13]([NH:16][C:17]([CH:19]2[NH:23][CH:22]([CH2:24][C:25]([CH3:28])([CH3:27])[CH3:26])[C:21]3([C:36]4[C:31](=[CH:32][C:33]([Cl:37])=[CH:34][CH:35]=4)[NH:30][C:29]3=[O:38])[CH:20]2[C:39]2[CH:44]=[CH:43][CH:42]=[C:41]([Cl:45])[C:40]=2[F:46])=[O:18])=[CH:12][CH:11]=1)=[O:9].